Dataset: Full USPTO retrosynthesis dataset with 1.9M reactions from patents (1976-2016). Task: Predict the reactants needed to synthesize the given product. Given the product [OH:1][CH2:2][C:3]1[CH:4]=[C:5]([N:9]([CH2:14][CH2:15][CH2:16][O:17][CH3:18])[C:10](=[O:12])[CH3:11])[CH:6]=[CH:7][CH:8]=1, predict the reactants needed to synthesize it. The reactants are: [OH:1][CH2:2][C:3]1[CH:4]=[C:5]([NH:9][C:10](=[O:12])[CH3:11])[CH:6]=[CH:7][CH:8]=1.Cl[CH2:14][CH2:15][CH2:16][O:17][CH3:18].